The task is: Predict the reactants needed to synthesize the given product.. This data is from Full USPTO retrosynthesis dataset with 1.9M reactions from patents (1976-2016). Given the product [CH3:24][N:21]1[CH2:20][CH2:19][N:18]([C:16]2[CH:17]=[C:12]([N:8]3[CH:7]([CH3:26])[CH2:6][C:5]4[C:10](=[CH:11][C:2]([B:27]5[O:31][C:30]([CH3:33])([CH3:32])[C:29]([CH3:35])([CH3:34])[O:28]5)=[CH:3][CH:4]=4)[CH2:9]3)[N:13]=[C:14]([NH2:25])[N:15]=2)[CH2:23][CH2:22]1, predict the reactants needed to synthesize it. The reactants are: Br[C:2]1[CH:11]=[C:10]2[C:5]([CH2:6][CH:7]([CH3:26])[N:8]([C:12]3[CH:17]=[C:16]([N:18]4[CH2:23][CH2:22][N:21]([CH3:24])[CH2:20][CH2:19]4)[N:15]=[C:14]([NH2:25])[N:13]=3)[CH2:9]2)=[CH:4][CH:3]=1.[B:27]1([B:27]2[O:31][C:30]([CH3:33])([CH3:32])[C:29]([CH3:35])([CH3:34])[O:28]2)[O:31][C:30]([CH3:33])([CH3:32])[C:29]([CH3:35])([CH3:34])[O:28]1.ClCCl.C([O-])(=O)C.[K+].